This data is from Forward reaction prediction with 1.9M reactions from USPTO patents (1976-2016). The task is: Predict the product of the given reaction. (1) Given the reactants [OH:1][C:2]1[C:11]([CH3:12])=[C:10]([CH3:13])[C:9](B2OC(C)(C)C(C)(C)O2)=[CH:8][C:3]=1[C:4]([O:6][CH3:7])=[O:5].Cl[CH2:24][C:25]1[CH:34]=[CH:33][C:28]([C:29]([NH:31][CH3:32])=[O:30])=[C:27]([F:35])[CH:26]=1.C(=O)([O-])[O-].[Na+].[Na+].O, predict the reaction product. The product is: [F:35][C:27]1[CH:26]=[C:25]([CH:34]=[CH:33][C:28]=1[C:29](=[O:30])[NH:31][CH3:32])[CH2:24][C:9]1[C:10]([CH3:13])=[C:11]([CH3:12])[C:2]([OH:1])=[C:3]([CH:8]=1)[C:4]([O:6][CH3:7])=[O:5]. (2) Given the reactants [H-].[Na+].COP([CH2:9][C:10]([O:12][C:13]([CH3:16])([CH3:15])[CH3:14])=[O:11])(OC)=O.[CH2:17]([O:24][C:25]([NH:27][C@H:28]1[CH2:34][CH2:33][C@@H:32]2[CH2:35][C@H:29]1[CH:30](O)[N:31]2[C:36]([O:38][C:39]([CH3:42])([CH3:41])[CH3:40])=[O:37])=[O:26])[C:18]1[CH:23]=[CH:22][CH:21]=[CH:20][CH:19]=1.[NH4+].[Cl-], predict the reaction product. The product is: [CH2:17]([O:24][C:25]([NH:27][C@H:28]1[CH2:34][CH2:33][C@@H:32]([NH:31][C:36]([O:38][C:39]([CH3:42])([CH3:41])[CH3:40])=[O:37])[CH2:35][C@H:29]1[CH:30]=[CH:9][C:10]([O:12][C:13]([CH3:14])([CH3:15])[CH3:16])=[O:11])=[O:26])[C:18]1[CH:19]=[CH:20][CH:21]=[CH:22][CH:23]=1. (3) Given the reactants [OH:1][CH2:2][CH2:3][C@H:4]([CH:6]1[CH2:11][CH2:10][N:9]([C:12]#[N:13])[CH2:8][CH2:7]1)[CH3:5].[OH:14][NH:15][C:16](=N)[CH:17]([CH3:19])[CH3:18], predict the reaction product. The product is: [CH:17]([C:16]1[N:13]=[C:12]([N:9]2[CH2:8][CH2:7][CH:6]([C@H:4]([CH3:5])[CH2:3][CH2:2][OH:1])[CH2:11][CH2:10]2)[O:14][N:15]=1)([CH3:19])[CH3:18]. (4) The product is: [N:17]1[CH:22]=[C:21]([C:23]2[CH:24]=[C:25]([NH:29][C:2]3[C:11]4[C:6](=[C:7]([C:12]5[CH:16]=[CH:15][S:14][CH:13]=5)[CH:8]=[CH:9][CH:10]=4)[CH:5]=[CH:4][N:3]=3)[CH:26]=[CH:27][CH:28]=2)[CH:20]=[N:19][CH:18]=1. Given the reactants Cl[C:2]1[C:11]2[C:6](=[C:7]([C:12]3[CH:16]=[CH:15][S:14][CH:13]=3)[CH:8]=[CH:9][CH:10]=2)[CH:5]=[CH:4][N:3]=1.[N:17]1[CH:22]=[C:21]([C:23]2[CH:24]=[C:25]([NH2:29])[CH:26]=[CH:27][CH:28]=2)[CH:20]=[N:19][CH:18]=1.C(=O)([O-])[O-].[K+].[K+], predict the reaction product.